This data is from Forward reaction prediction with 1.9M reactions from USPTO patents (1976-2016). The task is: Predict the product of the given reaction. Given the reactants C[O:2][C:3]([C:5]1[N:6]([CH3:26])[N:7]=[C:8]([O:10][CH2:11][C:12]2[C:13]([C:19]3[CH:24]=[CH:23][C:22]([F:25])=[CH:21][CH:20]=3)=[N:14][O:15][C:16]=2[CH2:17][OH:18])[CH:9]=1)=O.[CH:27]([NH2:30])([CH3:29])[CH3:28], predict the reaction product. The product is: [CH:27]([NH:30][C:3]([C:5]1[N:6]([CH3:26])[N:7]=[C:8]([O:10][CH2:11][C:12]2[C:13]([C:19]3[CH:24]=[CH:23][C:22]([F:25])=[CH:21][CH:20]=3)=[N:14][O:15][C:16]=2[CH2:17][OH:18])[CH:9]=1)=[O:2])([CH3:29])[CH3:28].